From a dataset of Reaction yield outcomes from USPTO patents with 853,638 reactions. Predict the reaction yield, written as a fraction of the theoretical maximum amount of product (1.0 means a 100% yield; for example, 0.34 means a 34% yield). (1) The reactants are C([O:8][C:9]1[CH:14]=[CH:13][C:12]([C:15]2[CH2:19][O:18][C:17](=[O:20])[C:16]=2[C:21]2[CH:26]=[CH:25][C:24]([O:27][CH3:28])=[CH:23][CH:22]=2)=[CH:11][CH:10]=1)C1C=CC=CC=1. The catalyst is CO.[OH-].[OH-].[Pd+2]. The product is [OH:8][C:9]1[CH:10]=[CH:11][C:12]([C:15]2[CH2:19][O:18][C:17](=[O:20])[C:16]=2[C:21]2[CH:26]=[CH:25][C:24]([O:27][CH3:28])=[CH:23][CH:22]=2)=[CH:13][CH:14]=1. The yield is 0.810. (2) The reactants are [C:1]([C:5]1[N:10]=[C:9]([CH3:11])[N:8]=[C:7]([N:12]2[CH2:17][CH2:16][N:15]([CH2:18][CH2:19][CH2:20][CH2:21][NH2:22])[CH2:14][CH2:13]2)[CH:6]=1)([CH3:4])([CH3:3])[CH3:2].C1N=CN([C:28]([N:30]2[CH:34]=[N:33][CH:32]=[CH:31]2)=[O:29])C=1.[CH3:35][C:36]1N2CCNC[C:39]2=[N:38][N:37]=1. The catalyst is C(Cl)(Cl)Cl.CO. The product is [C:1]([C:5]1[N:10]=[C:9]([CH3:11])[N:8]=[C:7]([N:12]2[CH2:13][CH2:14][N:15]([CH2:18][CH2:19][CH2:20][CH2:21][NH:22][C:28]([N:30]3[CH2:31][CH2:32][N:33]4[C:36]([CH3:35])=[N:37][N:38]=[C:39]4[CH2:34]3)=[O:29])[CH2:16][CH2:17]2)[CH:6]=1)([CH3:4])([CH3:2])[CH3:3]. The yield is 0.340. (3) The reactants are [CH:1]([N:4]([CH:7]([CH3:9])C)CC)([CH3:3])C.[C:10](=[O:13])([O-:12])[O-].[Cs+].[Cs+].[C:16]([O:20][C:21](=[O:24])[CH2:22]Br)([CH3:19])([CH3:18])[CH3:17].[CH3:25]N(C)C=O. The catalyst is [Cl-].[Na+].O. The product is [CH3:25][O:12][C:10]([CH:9]1[CH2:3][CH2:1][N:4]([CH2:22][C:21]([O:20][C:16]([CH3:19])([CH3:18])[CH3:17])=[O:24])[CH2:7]1)=[O:13]. The yield is 0.970. (4) The reactants are I[C:2]1[C:3]([NH:8][C:9]2[CH:14]=[CH:13][C:12]([C:15]3[C:20]([CH3:21])=[CH:19][CH:18]=[C:17]([C:22]([NH:24][C:25]4[CH:30]=[CH:29][CH:28]=[C:27]([C:31]([F:34])([F:33])[F:32])[CH:26]=4)=[O:23])[CH:16]=3)=[CH:11][CH:10]=2)=[N:4][CH:5]=[N:6][CH:7]=1.C1(C)C=CC=CC=1P(C1C=CC=CC=1C)C1C=CC=CC=1C.C([O-])(=O)C.[Na+].CN(C=O)C. The catalyst is C([O-])(=O)C.[Pd+2].C([O-])(=O)C. The product is [CH3:21][C:20]1[CH:19]=[CH:18][C:17]([C:22]([NH:24][C:25]2[CH:30]=[CH:29][CH:28]=[C:27]([C:31]([F:33])([F:32])[F:34])[CH:26]=2)=[O:23])=[CH:16][C:15]=1[C:12]1[CH:13]=[C:14]2[C:9](=[CH:10][CH:11]=1)[NH:8][C:3]1[N:4]=[CH:5][N:6]=[CH:7][C:2]2=1. The yield is 0.570. (5) The reactants are C([O:5][C:6]([C:8]1[CH:13]=[C:12]([O:14][C:15]2[CH:32]=[CH:31][C:18]3[N:19]([CH3:30])[C:20]([NH:22][C:23]4[CH:28]=[CH:27][C:26]([F:29])=[CH:25][CH:24]=4)=[N:21][C:17]=3[CH:16]=2)[CH:11]=[CH:10][N:9]=1)=[O:7])(C)(C)C. The catalyst is FC(F)(F)C(O)=O.O. The product is [F:29][C:26]1[CH:27]=[CH:28][C:23]([NH:22][C:20]2[N:19]([CH3:30])[C:18]3[CH:31]=[CH:32][C:15]([O:14][C:12]4[CH:11]=[CH:10][N:9]=[C:8]([C:6]([OH:7])=[O:5])[CH:13]=4)=[CH:16][C:17]=3[N:21]=2)=[CH:24][CH:25]=1. The yield is 1.00. (6) The reactants are I[CH2:2][I:3].[NH2:4][C:5]1[N:9]([CH2:10][C:11]([OH:14])([CH3:13])[CH3:12])[C:8]([CH2:15][O:16][CH2:17][CH3:18])=[N:7][C:6]=1C#N.N(OCCC(C)C)=O. The catalyst is C(Cl)(Cl)Cl. The product is [CH2:17]([O:16][CH2:15][C:8]1[N:9]([CH2:10][C:11]([OH:14])([CH3:13])[CH3:12])[C:2]([I:3])=[C:6]([C:5]#[N:4])[N:7]=1)[CH3:18]. The yield is 0.570.